Predict the product of the given reaction. From a dataset of Forward reaction prediction with 1.9M reactions from USPTO patents (1976-2016). (1) Given the reactants [CH3:1][O:2][C:3]1[CH:8]=[CH:7][CH:6]=[C:5]([O:9][CH3:10])[CH:4]=1.C([Li])CCC.[Cl:16][C:17]1[CH:18]=[C:19]2[C:23](=[CH:24][CH:25]=1)[NH:22][C:21](=[O:26])[C:20]2=[O:27].[NH4+].[Cl-], predict the reaction product. The product is: [Cl:16][C:17]1[CH:18]=[C:19]2[C:23](=[CH:24][CH:25]=1)[NH:22][C:21](=[O:26])[C:20]2([C:4]1[C:3]([O:2][CH3:1])=[CH:8][CH:7]=[CH:6][C:5]=1[O:9][CH3:10])[OH:27]. (2) Given the reactants [F:1][C:2]([F:19])([F:18])[C:3]1[N:12]=[C:11](O)[C:10]2[C:5](=[CH:6][CH:7]=[C:8]([C:14]([F:17])([F:16])[F:15])[CH:9]=2)[N:4]=1.CN(C=O)C.C(N(C(C)C)CC)(C)C.C(Cl)(=O)C([Cl:37])=O, predict the reaction product. The product is: [Cl:37][C:11]1[C:10]2[C:5](=[CH:6][CH:7]=[C:8]([C:14]([F:17])([F:16])[F:15])[CH:9]=2)[N:4]=[C:3]([C:2]([F:19])([F:18])[F:1])[N:12]=1.